This data is from Forward reaction prediction with 1.9M reactions from USPTO patents (1976-2016). The task is: Predict the product of the given reaction. (1) Given the reactants [Br:1][C:2]1[CH:7]=[CH:6][C:5]([S:8](Cl)(=[O:10])=[O:9])=[CH:4][C:3]=1[F:12], predict the reaction product. The product is: [Br:1][C:2]1[CH:7]=[CH:6][C:5]([S:8]([C:2]2[CH:7]=[CH:6][CH:5]=[CH:4][CH:3]=2)(=[O:10])=[O:9])=[CH:4][C:3]=1[F:12]. (2) Given the reactants C([O:8][C:9]1[CH:10]=[CH:11][C:12]([C@@H:20]([OH:41])[CH2:21][NH:22][CH2:23][C@@H:24]2[CH2:28][CH2:27][CH2:26][N:25]2[CH2:29][CH2:30][CH2:31][O:32][CH2:33][CH2:34][C:35]2[CH:40]=[CH:39][CH:38]=[CH:37][CH:36]=2)=[C:13]2[C:18]=1[NH:17][C:16](=[O:19])[CH:15]=[CH:14]2)C1C=CC=CC=1, predict the reaction product. The product is: [OH:8][C:9]1[CH:10]=[CH:11][C:12]([C@@H:20]([OH:41])[CH2:21][NH:22][CH2:23][C@@H:24]2[CH2:28][CH2:27][CH2:26][N:25]2[CH2:29][CH2:30][CH2:31][O:32][CH2:33][CH2:34][C:35]2[CH:36]=[CH:37][CH:38]=[CH:39][CH:40]=2)=[C:13]2[C:18]=1[NH:17][C:16](=[O:19])[CH:15]=[CH:14]2.